This data is from Reaction yield outcomes from USPTO patents with 853,638 reactions. The task is: Predict the reaction yield, written as a fraction of the theoretical maximum amount of product (1.0 means a 100% yield; for example, 0.34 means a 34% yield). The catalyst is CN(C=O)C.C1C=CC([P]([Pd]([P](C2C=CC=CC=2)(C2C=CC=CC=2)C2C=CC=CC=2)([P](C2C=CC=CC=2)(C2C=CC=CC=2)C2C=CC=CC=2)[P](C2C=CC=CC=2)(C2C=CC=CC=2)C2C=CC=CC=2)(C2C=CC=CC=2)C2C=CC=CC=2)=CC=1.[Cu]I. The product is [CH3:24][O:25][C:26](=[O:55])[NH:27][CH:28]([C:32]([N:34]1[CH2:38][CH2:37][CH2:36][CH:35]1[C:39]1[NH:40][C:41]([C:44]2[CH:53]=[CH:52][C:51]3[C:46](=[CH:47][CH:48]=[C:49]([C:22]#[C:21][C:18]4[NH:17][C:16]([CH:12]5[CH2:13][CH2:14][CH2:15][N:11]5[C:9](=[O:10])[CH:5]([NH:4][C:3]([O:2][CH3:1])=[O:23])[CH:6]([CH3:8])[CH3:7])=[N:20][CH:19]=4)[CH:50]=3)[CH:45]=2)=[CH:42][N:43]=1)=[O:33])[CH:29]([CH3:31])[CH3:30]. The yield is 0.200. The reactants are [CH3:1][O:2][C:3](=[O:23])[NH:4][CH:5]([C:9]([N:11]1[CH2:15][CH2:14][CH2:13][CH:12]1[C:16]1[NH:17][C:18]([C:21]#[CH:22])=[CH:19][N:20]=1)=[O:10])[CH:6]([CH3:8])[CH3:7].[CH3:24][O:25][C:26](=[O:55])[NH:27][CH:28]([C:32]([N:34]1[CH2:38][CH2:37][CH2:36][CH:35]1[C:39]1[NH:40][C:41]([C:44]2[CH:53]=[CH:52][C:51]3[C:46](=[CH:47][CH:48]=[C:49](Br)[CH:50]=3)[CH:45]=2)=[CH:42][N:43]=1)=[O:33])[CH:29]([CH3:31])[CH3:30].C(N(CC)CC)C.